From a dataset of Catalyst prediction with 721,799 reactions and 888 catalyst types from USPTO. Predict which catalyst facilitates the given reaction. Reactant: [CH3:1][O:2][C:3]1[CH:4]=[C:5]([C:13]2[CH:14]=[C:15]3[CH2:21][C:20](=O)[N:19](COCC[Si](C)(C)C)[C:16]3=[N:17][CH:18]=2)[CH:6]=[C:7]([O:11][CH3:12])[C:8]=1[O:9][CH3:10].[C:31](=[O:34])([O-])[O-].[Cs+].[Cs+].[CH3:37]I. Product: [CH3:20][C:21]1([CH3:37])[C:15]2[C:16](=[N:17][CH:18]=[C:13]([C:5]3[CH:6]=[C:7]([O:11][CH3:12])[C:8]([O:9][CH3:10])=[C:3]([O:2][CH3:1])[CH:4]=3)[CH:14]=2)[NH:19][C:31]1=[O:34]. The catalyst class is: 3.